From a dataset of Forward reaction prediction with 1.9M reactions from USPTO patents (1976-2016). Predict the product of the given reaction. (1) The product is: [N:1]1([CH2:6][CH2:7][O:8][C:9]2[CH:10]=[C:11]3[C:16](=[CH:17][CH:18]=2)[C:15](=[N:20][OH:21])[CH2:14][CH2:13][CH2:12]3)[CH:5]=[CH:4][N:3]=[CH:2]1. Given the reactants [N:1]1([CH2:6][CH2:7][O:8][C:9]2[CH:10]=[C:11]3[C:16](=[CH:17][CH:18]=2)[C:15](=O)[CH2:14][CH2:13][CH2:12]3)[CH:5]=[CH:4][N:3]=[CH:2]1.[NH2:20][OH:21].Cl, predict the reaction product. (2) The product is: [Cl:1][C:2]1[N:7]=[C:6]([NH:14][CH:11]2[CH2:12][CH2:13][O:9][CH2:10]2)[CH:5]=[CH:4][N:3]=1. Given the reactants [Cl:1][C:2]1[N:7]=[C:6](Cl)[CH:5]=[CH:4][N:3]=1.[O:9]1[CH2:13][CH2:12][CH:11]([NH2:14])[CH2:10]1, predict the reaction product.